This data is from Catalyst prediction with 721,799 reactions and 888 catalyst types from USPTO. The task is: Predict which catalyst facilitates the given reaction. (1) Product: [CH3:19][O:20][CH2:21][CH2:22][N:23]([CH3:24])[C:2]1[N:7]=[CH:6][C:5]([CH:8]([CH3:11])[C:9]#[N:10])=[CH:4][CH:3]=1. Reactant: Cl[C:2]1[N:7]=[CH:6][C:5]([CH:8]([CH3:11])[C:9]#[N:10])=[CH:4][CH:3]=1.C(N(CC)CC)C.[CH3:19][O:20][CH2:21][CH2:22][NH:23][CH3:24]. The catalyst class is: 58. (2) Reactant: Cl.[CH2:2]([NH:9][OH:10])[C:3]1[CH:8]=[CH:7][CH:6]=[CH:5][CH:4]=1.[C:11](=O)(O)[O-:12].[K+].C(OCC(F)(F)F)=O. Product: [CH2:2]([N:9]([OH:10])[CH:11]=[O:12])[C:3]1[CH:8]=[CH:7][CH:6]=[CH:5][CH:4]=1. The catalyst class is: 282. (3) Reactant: [Cl:1][C:2]1[CH:7]=[CH:6][CH:5]=[CH:4][C:3]=1[CH:8](O)[CH3:9].CCN(CC)CC.CS(Cl)(=O)=O.Cl.[NH:24]1[C:30]2[CH:31]=[CH:32][S:33][C:29]=2[C:28](=[O:34])[NH:27][CH2:26][CH2:25]1. Product: [Cl:1][C:2]1[CH:7]=[CH:6][CH:5]=[CH:4][C:3]=1[CH:8]([N:24]1[C:30]2[CH:31]=[CH:32][S:33][C:29]=2[C:28](=[O:34])[NH:27][CH2:26][CH2:25]1)[CH3:9]. The catalyst class is: 2. (4) Reactant: [F:1][C:2]([F:15])([F:14])[C:3]([C:5]1[CH:10]=[C:9]([Cl:11])[C:8]([Cl:12])=[C:7]([Cl:13])[CH:6]=1)=[O:4].[N+:16]([CH3:19])([O-:18])=[O:17].C(=O)([O-])[O-].[K+].[K+]. Product: [F:15][C:2]([F:1])([F:14])[C:3]([C:5]1[CH:6]=[C:7]([Cl:13])[C:8]([Cl:12])=[C:9]([Cl:11])[CH:10]=1)([OH:4])[CH2:19][N+:16]([O-:18])=[O:17]. The catalyst class is: 4. (5) Reactant: [F:1][C:2]1[CH:7]=[CH:6][C:5]([OH:8])=[CH:4][CH:3]=1.[Br:9][CH2:10][CH2:11][CH2:12]Br.C([O-])([O-])=O.[Cs+].[Cs+]. Product: [F:1][C:2]1[CH:7]=[CH:6][C:5]([O:8][CH2:12][CH2:11][CH2:10][Br:9])=[CH:4][CH:3]=1. The catalyst class is: 10. (6) Reactant: [N:1]1[C:10]2[C:5](=[CH:6][C:7]([CH2:11][N:12]3[C:16]4=[N:17][C:18]([C:21](=[N:23][NH2:24])[NH2:22])=[CH:19][N:20]=[C:15]4[N:14]=[N:13]3)=[CH:8][CH:9]=2)[CH:4]=[CH:3][CH:2]=1.N1C=CC=CC=1.[C:31](OC(=O)C)(=[O:33])[CH3:32]. Product: [C:31]([NH:24]/[N:23]=[C:21](\[C:18]1[N:17]=[C:16]2[N:12]([CH2:11][C:7]3[CH:6]=[C:5]4[C:10](=[CH:9][CH:8]=3)[N:1]=[CH:2][CH:3]=[CH:4]4)[N:13]=[N:14][C:15]2=[N:20][CH:19]=1)/[NH2:22])(=[O:33])[CH3:32]. The catalyst class is: 549. (7) Reactant: C([Li])CCC.CC1(C)CCCC(C)(C)N1.[Cl:16][C:17]1[N:24]=[CH:23][CH:22]=[CH:21][C:18]=1[C:19]#[N:20].[B:25]([O:34]C(C)C)([O:30]C(C)C)[O:26]C(C)C.[OH-].[Na+]. Product: [Cl:16][C:17]1[C:18]([C:19]#[N:20])=[C:21]([O:26][B:25]([OH:34])[OH:30])[CH:22]=[CH:23][N:24]=1. The catalyst class is: 90.